Dataset: Peptide-MHC class I binding affinity with 185,985 pairs from IEDB/IMGT. Task: Regression. Given a peptide amino acid sequence and an MHC pseudo amino acid sequence, predict their binding affinity value. This is MHC class I binding data. (1) The peptide sequence is YLYGIGSAV. The MHC is HLA-A02:06 with pseudo-sequence HLA-A02:06. The binding affinity (normalized) is 0.408. (2) The peptide sequence is STAPSSPPPY. The MHC is HLA-A30:01 with pseudo-sequence HLA-A30:01. The binding affinity (normalized) is 0.460. (3) The peptide sequence is CRTAFKPVL. The MHC is HLA-B15:09 with pseudo-sequence HLA-B15:09. The binding affinity (normalized) is 0.0847.